Predict the product of the given reaction. From a dataset of Forward reaction prediction with 1.9M reactions from USPTO patents (1976-2016). (1) Given the reactants [F:1][C:2]1[C:9]([O:10][CH3:11])=[CH:8][CH:7]=[CH:6][C:3]=1[CH:4]=O.C1COCC1.[OH2:17].Cl.[NH2:19]O, predict the reaction product. The product is: [F:1][C:2]1[C:9]([O:10][CH3:11])=[CH:8][CH:7]=[CH:6][C:3]=1[CH:4]=[N:19][OH:17]. (2) Given the reactants N1C(=O)CC[C@@H]1C(O)=O.[NH2:10][C@@H:11]1[CH2:17][CH2:16][C:15]2[CH:18]=[CH:19][CH:20]=[CH:21][C:14]=2[NH:13][C:12]1=[O:22].CN(C)C=O.C(N(CC)CC)C.[C:35](Cl)([C:48]1[CH:53]=[CH:52][CH:51]=[CH:50][CH:49]=1)([C:42]1[CH:47]=[CH:46][CH:45]=[CH:44][CH:43]=1)[C:36]1[CH:41]=[CH:40][CH:39]=[CH:38][CH:37]=1, predict the reaction product. The product is: [C:35]([NH:10][C@@H:11]1[CH2:17][CH2:16][C:15]2[CH:18]=[CH:19][CH:20]=[CH:21][C:14]=2[NH:13][C:12]1=[O:22])([C:36]1[CH:41]=[CH:40][CH:39]=[CH:38][CH:37]=1)([C:48]1[CH:49]=[CH:50][CH:51]=[CH:52][CH:53]=1)[C:42]1[CH:43]=[CH:44][CH:45]=[CH:46][CH:47]=1.